Dataset: Reaction yield outcomes from USPTO patents with 853,638 reactions. Task: Predict the reaction yield, written as a fraction of the theoretical maximum amount of product (1.0 means a 100% yield; for example, 0.34 means a 34% yield). (1) The reactants are Cl.O1CCOCC1.[Cl:8][C:9]1[N:14]=[C:13]([C:15]2[S:19][C:18]([N:20]3[CH2:25][CH2:24][N:23](C(OC(C)(C)C)=O)[CH2:22][CH2:21]3)=[N:17][C:16]=2[C:33]2[CH:38]=[CH:37][CH:36]=[C:35]([NH:39][S:40]([C:43]3[CH:48]=[C:47]([F:49])[CH:46]=[CH:45][C:44]=3[F:50])(=[O:42])=[O:41])[C:34]=2[F:51])[CH:12]=[CH:11][N:10]=1. The catalyst is C(Cl)Cl.CO. The product is [Cl:8][C:9]1[N:14]=[C:13]([C:15]2[S:19][C:18]([N:20]3[CH2:25][CH2:24][NH:23][CH2:22][CH2:21]3)=[N:17][C:16]=2[C:33]2[C:34]([F:51])=[C:35]([NH:39][S:40]([C:43]3[CH:48]=[C:47]([F:49])[CH:46]=[CH:45][C:44]=3[F:50])(=[O:42])=[O:41])[CH:36]=[CH:37][CH:38]=2)[CH:12]=[CH:11][N:10]=1. The yield is 1.00. (2) The reactants are [CH3:1][S:2]([NH:5][C:6]1[CH:7]=[C:8]([CH:12]=[CH:13][C:14]=1[CH3:15])[C:9]([OH:11])=O)(=[O:4])=[O:3].CCN=C=NCCCN(C)C.Cl.[Cl:28][C:29]1[CH:34]=[CH:33][C:32]([CH:35]2[CH2:40][CH2:39][NH:38][CH2:37][CH2:36]2)=[CH:31][CH:30]=1. The catalyst is CN(C1C=CN=CC=1)C.CN(C=O)C. The product is [Cl:28][C:29]1[CH:34]=[CH:33][C:32]([CH:35]2[CH2:36][CH2:37][N:38]([C:9]([C:8]3[CH:12]=[CH:13][C:14]([CH3:15])=[C:6]([NH:5][S:2]([CH3:1])(=[O:3])=[O:4])[CH:7]=3)=[O:11])[CH2:39][CH2:40]2)=[CH:31][CH:30]=1. The yield is 0.460. (3) The reactants are [NH2:1][C:2]1[CH:24]=[CH:23][C:5]([O:6][C:7]2[CH:12]=[CH:11][N:10]=[C:9]3[CH:13]=[C:14]([C:16]([N:18]4[CH2:22][CH2:21][CH2:20][CH2:19]4)=[O:17])[S:15][C:8]=23)=[C:4]([F:25])[CH:3]=1.[C:26]1([CH2:32][C:33]([N:35]=[C:36]=[O:37])=[O:34])[CH:31]=[CH:30][CH:29]=[CH:28][CH:27]=1.[ClH:38]. The catalyst is CO. The product is [ClH:38].[F:25][C:4]1[CH:3]=[C:2]([NH:1][C:36]([NH:35][C:33](=[O:34])[CH2:32][C:26]2[CH:27]=[CH:28][CH:29]=[CH:30][CH:31]=2)=[O:37])[CH:24]=[CH:23][C:5]=1[O:6][C:7]1[CH:12]=[CH:11][N:10]=[C:9]2[CH:13]=[C:14]([C:16]([N:18]3[CH2:19][CH2:20][CH2:21][CH2:22]3)=[O:17])[S:15][C:8]=12. The yield is 0.330. (4) The reactants are [CH3:1][O:2][C:3]1[CH:8]=[CH:7][C:6]([C:9]2[O:10][C:11]3[C:12](=[C:14]([C:18]([OH:20])=O)[CH:15]=[CH:16][CH:17]=3)[N:13]=2)=[CH:5][CH:4]=1.Cl.Cl.[NH2:23][CH:24]1[CH:29]2[CH2:30][CH2:31][N:26]([CH2:27][CH2:28]2)[CH2:25]1. No catalyst specified. The product is [N:26]12[CH2:31][CH2:30][CH:29]([CH2:28][CH2:27]1)[CH:24]([NH:23][C:18]([C:14]1[CH:15]=[CH:16][CH:17]=[C:11]3[O:10][C:9]([C:6]4[CH:5]=[CH:4][C:3]([O:2][CH3:1])=[CH:8][CH:7]=4)=[N:13][C:12]=13)=[O:20])[CH2:25]2. The yield is 0.0500. (5) The catalyst is CCOC(C)=O.C1(C)C=CC=CC=1. The yield is 0.949. The reactants are [Cl-].[CH2:2]([O:4][C:5]([C@@:7]1([NH:12][C:13]([C@@H:15]2[CH2:19][C@@H:18]([O:20][C:21](=[O:31])[C:22]3[CH:27]=[CH:26][C:25]([N+:28]([O-:30])=[O:29])=[CH:24][CH:23]=3)[CH2:17][NH2+:16]2)=[O:14])[CH2:9][C@H:8]1[CH:10]=[CH2:11])=[O:6])[CH3:3].[C:32]([O:36][C:37]([NH:39][C@@H:40]([CH2:44][CH2:45][CH2:46][CH2:47][CH2:48][CH:49]=[CH2:50])[C:41](O)=[O:42])=[O:38])([CH3:35])([CH3:34])[CH3:33].CN1C(=O)CCC1.C(N(C(C)C)CC)(C)C. The product is [N+:28]([C:25]1[CH:24]=[CH:23][C:22]([C:21]([O:20][C@@H:18]2[CH2:19][C@@H:15]([C:13](=[O:14])[NH:12][C@:7]3([C:5]([O:4][CH2:2][CH3:3])=[O:6])[CH2:9][C@H:8]3[CH:10]=[CH2:11])[N:16]([C:41](=[O:42])[C@@H:40]([NH:39][C:37]([O:36][C:32]([CH3:35])([CH3:34])[CH3:33])=[O:38])[CH2:44][CH2:45][CH2:46][CH2:47][CH2:48][CH:49]=[CH2:50])[CH2:17]2)=[O:31])=[CH:27][CH:26]=1)([O-:30])=[O:29]. (6) The reactants are [CH3:1][N:2]([CH3:24])[CH2:3][CH2:4][O:5][C:6]1[CH:23]=[CH:22][C:9]2[N:10]([CH2:19][O:20][CH3:21])[C:11](=[O:18])[C:12]3[CH:13]=[CH:14][CH:15]=[N:16][C:17]=3[C:8]=2[CH:7]=1. The catalyst is ClCCl.CO.[Pd]. The product is [CH3:24][N:2]([CH3:1])[CH2:3][CH2:4][O:5][C:6]1[CH:23]=[CH:22][C:9]2[N:10]([CH2:19][O:20][CH3:21])[C:11](=[O:18])[C:12]3[CH2:13][CH2:14][CH2:15][NH:16][C:17]=3[C:8]=2[CH:7]=1. The yield is 0.990. (7) The reactants are [CH3:1][O:2][C:3]1[CH:4]=[C:5]([CH:28]=[CH:29][C:30]=1[O:31][CH2:32][C:33]1[CH:34]=[N:35][C:36]([O:39][CH3:40])=[CH:37][CH:38]=1)[CH2:6][N:7]1[C:11]2=[N:12][CH:13]=[C:14]([C:16]3[CH:21]=[CH:20][CH:19]=[CH:18][CH:17]=3)[CH:15]=[C:10]2[N:9]=[C:8]1[NH:22]C(=O)OCC.[OH-].[K+]. The catalyst is C(O)CO.O. The product is [CH3:1][O:2][C:3]1[CH:4]=[C:5]([CH:28]=[CH:29][C:30]=1[O:31][CH2:32][C:33]1[CH:34]=[N:35][C:36]([O:39][CH3:40])=[CH:37][CH:38]=1)[CH2:6][N:7]1[C:11]2=[N:12][CH:13]=[C:14]([C:16]3[CH:17]=[CH:18][CH:19]=[CH:20][CH:21]=3)[CH:15]=[C:10]2[N:9]=[C:8]1[NH2:22]. The yield is 0.340. (8) The reactants are [F:1][C:2]1[CH:7]=[CH:6][C:5]([C:8]2[CH:16]=[CH:15][CH:14]=[C:13]3[C:9]=2[CH2:10][C:11](=[O:17])[NH:12]3)=[CH:4][CH:3]=1.[CH3:18][C:19]1[C:23]([C:24]([N:26]2[CH2:31][CH2:30][N:29]([CH3:32])[CH2:28][CH2:27]2)=[O:25])=[CH:22][NH:21][C:20]=1[CH:33]=O. The catalyst is C(O)C.N1CCCCC1. The product is [F:1][C:2]1[CH:3]=[CH:4][C:5]([C:8]2[CH:16]=[CH:15][CH:14]=[C:13]3[C:9]=2[C:10](=[CH:33][C:20]2[NH:21][CH:22]=[C:23]([C:24]([N:26]4[CH2:27][CH2:28][N:29]([CH3:32])[CH2:30][CH2:31]4)=[O:25])[C:19]=2[CH3:18])[C:11](=[O:17])[NH:12]3)=[CH:6][CH:7]=1. The yield is 0.360. (9) The reactants are [CH2:1]([C:3]([C:21]1[CH:34]=[CH:33][C:24]([O:25][CH2:26][C@@H:27]2[O:31][C:30](=[O:32])[CH2:29][CH2:28]2)=[C:23]([CH3:35])[CH:22]=1)([C:6]1[CH:11]=[CH:10][C:9](/[CH:12]=[CH:13]/[C:14]([CH2:18][CH3:19])([OH:17])[CH2:15][CH3:16])=[C:8]([CH3:20])[CH:7]=1)[CH2:4][CH3:5])[CH3:2].[H-].[H-].[H-].[H-].[Li+].[Al+3].C(OCC)(=O)C. The catalyst is CCOCC.[Cl-].[Na+].O. The product is [CH2:1]([C:3]([C:21]1[CH:34]=[CH:33][C:24]([O:25][CH2:26][C@H:27]([OH:31])[CH2:28][CH2:29][CH2:30][OH:32])=[C:23]([CH3:35])[CH:22]=1)([C:6]1[CH:11]=[CH:10][C:9](/[CH:12]=[CH:13]/[C:14]([CH2:15][CH3:16])([OH:17])[CH2:18][CH3:19])=[C:8]([CH3:20])[CH:7]=1)[CH2:4][CH3:5])[CH3:2]. The yield is 0.333.